From a dataset of Peptide-MHC class I binding affinity with 185,985 pairs from IEDB/IMGT. Regression. Given a peptide amino acid sequence and an MHC pseudo amino acid sequence, predict their binding affinity value. This is MHC class I binding data. The peptide sequence is RYNLPTMCDI. The MHC is HLA-A30:02 with pseudo-sequence HLA-A30:02. The binding affinity (normalized) is 0.584.